Dataset: Merck oncology drug combination screen with 23,052 pairs across 39 cell lines. Task: Regression. Given two drug SMILES strings and cell line genomic features, predict the synergy score measuring deviation from expected non-interaction effect. (1) Drug 1: COc1cc(C2c3cc4c(cc3C(OC3OC5COC(C)OC5C(O)C3O)C3COC(=O)C23)OCO4)cc(OC)c1O. Drug 2: NC1(c2ccc(-c3nc4ccn5c(=O)[nH]nc5c4cc3-c3ccccc3)cc2)CCC1. Cell line: A2780. Synergy scores: synergy=25.1. (2) Drug 1: CCC1=CC2CN(C1)Cc1c([nH]c3ccccc13)C(C(=O)OC)(c1cc3c(cc1OC)N(C)C1C(O)(C(=O)OC)C(OC(C)=O)C4(CC)C=CCN5CCC31C54)C2. Cell line: RKO. Synergy scores: synergy=12.8. Drug 2: CCc1cnn2c(NCc3ccc[n+]([O-])c3)cc(N3CCCCC3CCO)nc12. (3) Drug 1: CN1C(=O)C=CC2(C)C3CCC4(C)C(NC(=O)OCC(F)(F)F)CCC4C3CCC12. Drug 2: O=C(NOCC(O)CO)c1ccc(F)c(F)c1Nc1ccc(I)cc1F. Cell line: MSTO. Synergy scores: synergy=-18.2. (4) Synergy scores: synergy=-10.5. Drug 1: COc1cccc2c1C(=O)c1c(O)c3c(c(O)c1C2=O)CC(O)(C(=O)CO)CC3OC1CC(N)C(O)C(C)O1. Cell line: A2058. Drug 2: COC1CC2CCC(C)C(O)(O2)C(=O)C(=O)N2CCCCC2C(=O)OC(C(C)CC2CCC(OP(C)(C)=O)C(OC)C2)CC(=O)C(C)C=C(C)C(O)C(OC)C(=O)C(C)CC(C)C=CC=CC=C1C. (5) Drug 1: COc1cc(C2c3cc4c(cc3C(OC3OC5COC(C)OC5C(O)C3O)C3COC(=O)C23)OCO4)cc(OC)c1O. Drug 2: CC(C)CC(NC(=O)C(Cc1ccccc1)NC(=O)c1cnccn1)B(O)O. Cell line: RPMI7951. Synergy scores: synergy=-15.8. (6) Drug 2: O=C(CCCCCCC(=O)Nc1ccccc1)NO. Cell line: PA1. Synergy scores: synergy=-16.2. Drug 1: CCC1(O)CC2CN(CCc3c([nH]c4ccccc34)C(C(=O)OC)(c3cc4c(cc3OC)N(C)C3C(O)(C(=O)OC)C(OC(C)=O)C5(CC)C=CCN6CCC43C65)C2)C1. (7) Drug 1: N#Cc1ccc(Cn2cncc2CN2CCN(c3cccc(Cl)c3)C(=O)C2)cc1. Drug 2: COC1=C2CC(C)CC(OC)C(O)C(C)C=C(C)C(OC(N)=O)C(OC)C=CC=C(C)C(=O)NC(=CC1=O)C2=O. Cell line: DLD1. Synergy scores: synergy=22.6. (8) Drug 1: CCC1(O)CC2CN(CCc3c([nH]c4ccccc34)C(C(=O)OC)(c3cc4c(cc3OC)N(C)C3C(O)(C(=O)OC)C(OC(C)=O)C5(CC)C=CCN6CCC43C65)C2)C1. Drug 2: NC1(c2ccc(-c3nc4ccn5c(=O)[nH]nc5c4cc3-c3ccccc3)cc2)CCC1. Cell line: NCIH520. Synergy scores: synergy=13.2.